Dataset: Forward reaction prediction with 1.9M reactions from USPTO patents (1976-2016). Task: Predict the product of the given reaction. (1) Given the reactants [Si:1]([O:8][CH2:9][C:10]1[CH:15]=[C:14]([CH3:16])[NH:13][C:12](=[O:17])[C:11]=1[C:18]#[N:19])([C:4]([CH3:7])([CH3:6])[CH3:5])([CH3:3])[CH3:2].N.[H][H], predict the reaction product. The product is: [NH2:19][CH2:18][C:11]1[C:12](=[O:17])[NH:13][C:14]([CH3:16])=[CH:15][C:10]=1[CH2:9][O:8][Si:1]([C:4]([CH3:6])([CH3:5])[CH3:7])([CH3:2])[CH3:3]. (2) Given the reactants [CH3:1][O:2][P:3]([O:6]C)[O:4][CH3:5].[CH3:8][S:9][C:10]1[CH:17]=[CH:16][C:13]([CH2:14]Cl)=[CH:12][CH:11]=1, predict the reaction product. The product is: [CH3:1][O:2][P:3]([CH2:14][C:13]1[CH:16]=[CH:17][C:10]([S:9][CH3:8])=[CH:11][CH:12]=1)(=[O:6])[O:4][CH3:5].